This data is from B-cell epitopes from IEDB database with 3,159 antigens for binding position prediction. The task is: Token-level Classification. Given an antigen amino acid sequence, predict which amino acid positions are active epitope sites capable of antibody binding. Output is a list of indices for active positions. (1) Given the antigen sequence: MISASRAAAARLVGAAASRGPTAARHQDSWNGLSHEAFRLVSRRDYASEAIKGAVVGIDLGTTNSCVAVMEGKRAKVLENAEGARTTPSVVAFTADGERLVGMPAKRQAVTNPNNTFYATKRLIGRRYDDPEVQKDIKNVPFKIVRASNGDAWVEAHGKLYSPSQIGAFVLMKMKETAENYLGRTAKNAVITVPAYFNDSQRQATKDAGQISGLNVLRVINEPTAAALAYGLDKSEDKVIAVYDLGGGTFDISILEIQKGVFEVKSTNGDTFLGGEDFDQALLRHIVKEFKRETGVDLTKDNMALQRVREAAEKAKCELSSSVQTDINLPYLTMDSSGPKHLNMKLTRAQFEGIVTDLIRRTIAPCQKAMQDAEVSKSDIGEVILVGGMTRMPKVQQTVQDLFGRAPSKAVNPDEAVAIGAAIQGGVLAGDVTDVLLLDVTPLSLGIETLGGVFTKLINRNTTIPTKKSQVFSTAADGQTQVEIKVCQGEREMAGDNKLL..., which amino acid positions are active epitope sites? The epitope positions are: [187, 188, 189, 190, 191, 192, 193, 194, 195, 196, 197, 198, 199, 200, 201]. The amino acids at these positions are: NAVITVPAYFNDSQR. (2) Given the antigen sequence: MQWGHCGVKSASCSWTPSLSSLLVWLILPFSLPYCLGSPSQDGYWSFFSEWFAPRFSVRALPFTLPNYRRSYEGLLPNCRPDVPQFAVKHPLGMFWHMRVSHLIDEMVSRRIYQTMEHSGQAAWKQVVGEATLTKLSGLDIVTHFQHLAAVEADSCRFLSSRLVMLKNLAVGNVSLQYNTTLDRVELIFPTPGTRPKLTDFRQWLISVHASIFSSVASSVTLFIVLWLRIPALRYVFGFHWPTATHHSS, which amino acid positions are active epitope sites? The epitope positions are: [36, 37, 38, 39, 40, 41, 42, 43, 44, 45, 46, 47]. The amino acids at these positions are: GSPSQDGYWSFF. (3) Given the antigen sequence: EDIPQPPVSQFHIQGQVYCDTCRAGFITELSEFIPGASLRLQCKDKENGDVTFTEVGYTRAEGLYSMLVERDHKNEFCEITLISSGRKDCNEIPTEGWAKPSLKFKLNTVNGTTRTVNPLGFFKKEALPKCAQVYNKLGMYPPNM, which amino acid positions are active epitope sites? The epitope positions are: [12, 13, 14, 15, 16, 17, 18, 19, 20, 21, 22, 23]. The amino acids at these positions are: IQGQVYCDTCRA. (4) Given the antigen sequence: MAFLNVSAVPSCAFAPAFAPHAGASPIVPDSFPCVPRYSDDISHFRLTLSLDFSVPRPLSLNARVHLSASTDNPLPSLPLGFHAETFVLELNGSSAPFSIPSRHIDFVVNRPFSVFPTEVLSVSSLRTPSRLFALLCDFFLYCSKPGPCVEIASFSTPPPCLVSNCVAQIPTHAEMESIRFPTKTLPAGRFLQFHKRKYTKRPETLIIHESGLALKTSALGVTSKPNSRPITVKSASGEKYEAYEISRKDFERSRRRQQTPRVRSHKPRKINKAVEPFFFPEEPKKDKRKRASLPTEDEGFITFGTLRFPLSETPKEEPRLPKFREVEIPVVKKHAVPAVVSKPVRTFRPVATTGAEYVNARNQCSRRPRNHPILRSASYTFGFKKMPLQRFMKEKKEYYVKRSKVVSSCSVTKSPLEALASILKNLPQYSYNSERLKFYDHFIGDDFEIEVHPLRGGKLSVLLILPKGEAYCVVTAATPQYHAALTIARGDRPRVGELL..., which amino acid positions are active epitope sites? The epitope positions are: [684, 685, 686, 687, 688, 689, 690, 691]. The amino acids at these positions are: SRLLENET. (5) Given the antigen sequence: MSKTDWNASGLSRPSPSAHWPSRKPWQHGQKYQTIQDRTEPPARKRRQAVRVSANHASQQLDQLKAVHLASAVRDLEKAMTTLKLWESPQEISRHQALGYSVIMFMITAVKRLRESKMLTLSWFNQALMVIAPSQEETMNLKTAMWILANLIPRDMLSLTGDLLPSLWGSGLLMLKLQKEGRSTSS, which amino acid positions are active epitope sites? The epitope positions are: [6, 7, 8, 9, 10, 11, 12, 13, 14, 15, 16, 17, 18]. The amino acids at these positions are: NASGLSRPSPSAH.